This data is from CYP1A2 inhibition data for predicting drug metabolism from PubChem BioAssay. The task is: Regression/Classification. Given a drug SMILES string, predict its absorption, distribution, metabolism, or excretion properties. Task type varies by dataset: regression for continuous measurements (e.g., permeability, clearance, half-life) or binary classification for categorical outcomes (e.g., BBB penetration, CYP inhibition). Dataset: cyp1a2_veith. (1) The compound is COc1ccc(CCN(C)CCC(=O)Nc2c(C)cc(C)cc2C)cc1OC. The result is 0 (non-inhibitor). (2) The drug is O=C(/C=C/c1ccccc1Cl)NCCN1CCOCC1. The result is 0 (non-inhibitor). (3) The drug is Cc1ccc(C(=O)O)cc1N1C(=O)c2cccc3cc(Br)cc(c23)C1=O. The result is 0 (non-inhibitor). (4) The molecule is CCC[C@@H]1C[C@@]1(CCC)C(NC(=O)c1ccccc1)c1cccc(Cl)c1. The result is 0 (non-inhibitor). (5) The drug is c1nc(N2CCNCC2)c2cc(-c3ccc4c(c3)OCO4)ccc2n1. The result is 1 (inhibitor).